Dataset: Forward reaction prediction with 1.9M reactions from USPTO patents (1976-2016). Task: Predict the product of the given reaction. Given the reactants [CH3:1][O:2][CH2:3][O:4][C:5]1[CH:14]=[CH:13][C:12]2[O:11][CH:10]([C:15]3[CH:20]=[CH:19][C:18]([O:21][CH2:22][O:23][CH3:24])=[CH:17][CH:16]=3)[CH:9]3[CH2:25][C:26](=[O:28])[CH2:27][CH:8]3[C:7]=2[CH:6]=1.[BH4-].[Na+].[Cl-].[NH4+], predict the reaction product. The product is: [CH3:1][O:2][CH2:3][O:4][C:5]1[CH:14]=[CH:13][C:12]2[O:11][CH:10]([C:15]3[CH:16]=[CH:17][C:18]([O:21][CH2:22][O:23][CH3:24])=[CH:19][CH:20]=3)[CH:9]3[CH2:25][CH:26]([OH:28])[CH2:27][CH:8]3[C:7]=2[CH:6]=1.